This data is from Peptide-MHC class I binding affinity with 185,985 pairs from IEDB/IMGT. The task is: Regression. Given a peptide amino acid sequence and an MHC pseudo amino acid sequence, predict their binding affinity value. This is MHC class I binding data. (1) The peptide sequence is TLLCLIPTV. The binding affinity (normalized) is 0.536. The MHC is HLA-A02:17 with pseudo-sequence HLA-A02:17. (2) The peptide sequence is RAREQISNL. The MHC is HLA-A30:01 with pseudo-sequence HLA-A30:01. The binding affinity (normalized) is 0.907.